From a dataset of Catalyst prediction with 721,799 reactions and 888 catalyst types from USPTO. Predict which catalyst facilitates the given reaction. (1) Reactant: CO[CH:3]1[CH2:7][CH2:6][CH:5](OC)[O:4]1.Cl.[CH2:11]([C:18](O)=O)[C:12](CC(O)=O)=O.C([O-])(=O)C.[Na+].[CH2:26]([NH2:33])[C:27]1[CH:32]=[CH:31][CH:30]=[CH:29][CH:28]=1. Product: [CH2:26]([N:33]1[CH:6]2[CH2:5][CH2:18][CH:11]1[CH2:12][C:3](=[O:4])[CH2:7]2)[C:27]1[CH:32]=[CH:31][CH:30]=[CH:29][CH:28]=1. The catalyst class is: 74. (2) Reactant: F[C:2]1[CH:11]=[C:10]2[C:5]([C:6]([NH:12][C:13]3[CH:14]=[C:15]4[C:19](=[CH:20][CH:21]=3)[N:18]([CH2:22][C:23]3[CH:28]=[CH:27][CH:26]=[C:25]([F:29])[CH:24]=3)[N:17]=[CH:16]4)=[N:7][CH:8]=[N:9]2)=[CH:4][C:3]=1[N+:30]([O-:32])=[O:31].[CH3:33][O-:34].[Na+].O. The catalyst class is: 5. Product: [F:29][C:25]1[CH:24]=[C:23]([CH:28]=[CH:27][CH:26]=1)[CH2:22][N:18]1[C:19]2[C:15](=[CH:14][C:13]([NH:12][C:6]3[C:5]4[C:10](=[CH:11][C:2]([O:34][CH3:33])=[C:3]([N+:30]([O-:32])=[O:31])[CH:4]=4)[N:9]=[CH:8][N:7]=3)=[CH:21][CH:20]=2)[CH:16]=[N:17]1. (3) Reactant: [C:1]([N:5]([CH3:33])[C:6]([C:8]1[N:9]=[C:10]([C:27]2[CH2:28][CH2:29][NH:30][CH2:31][CH:32]=2)[N:11]2[C:20]3[C:15](=[CH:16][C:17]([O:25][CH3:26])=[C:18]([CH2:21][CH:22]([CH3:24])[CH3:23])[CH:19]=3)[CH2:14][CH2:13][C:12]=12)=[O:7])([CH3:4])([CH3:3])[CH3:2].C=O.[C:36]([BH3-])#N.[Na+]. Product: [C:1]([N:5]([CH3:33])[C:6]([C:8]1[N:9]=[C:10]([C:27]2[CH2:28][CH2:29][N:30]([CH3:36])[CH2:31][CH:32]=2)[N:11]2[C:20]3[C:15](=[CH:16][C:17]([O:25][CH3:26])=[C:18]([CH2:21][CH:22]([CH3:24])[CH3:23])[CH:19]=3)[CH2:14][CH2:13][C:12]=12)=[O:7])([CH3:2])([CH3:3])[CH3:4]. The catalyst class is: 5.